Dataset: NCI-60 drug combinations with 297,098 pairs across 59 cell lines. Task: Regression. Given two drug SMILES strings and cell line genomic features, predict the synergy score measuring deviation from expected non-interaction effect. (1) Drug 1: COC1=C(C=C2C(=C1)N=CN=C2NC3=CC(=C(C=C3)F)Cl)OCCCN4CCOCC4. Drug 2: CC1=C(C(=CC=C1)Cl)NC(=O)C2=CN=C(S2)NC3=CC(=NC(=N3)C)N4CCN(CC4)CCO. Cell line: T-47D. Synergy scores: CSS=23.7, Synergy_ZIP=-4.32, Synergy_Bliss=-0.629, Synergy_Loewe=0.729, Synergy_HSA=1.19. (2) Drug 1: C1CN1P(=S)(N2CC2)N3CC3. Drug 2: C1CNP(=O)(OC1)N(CCCl)CCCl. Cell line: HCT116. Synergy scores: CSS=15.1, Synergy_ZIP=-1.28, Synergy_Bliss=2.44, Synergy_Loewe=-19.5, Synergy_HSA=0.409. (3) Drug 1: CC1=C(C=C(C=C1)C(=O)NC2=CC(=CC(=C2)C(F)(F)F)N3C=C(N=C3)C)NC4=NC=CC(=N4)C5=CN=CC=C5. Drug 2: CCN(CC)CCNC(=O)C1=C(NC(=C1C)C=C2C3=C(C=CC(=C3)F)NC2=O)C. Cell line: A498. Synergy scores: CSS=-8.28, Synergy_ZIP=2.47, Synergy_Bliss=-1.37, Synergy_Loewe=-9.51, Synergy_HSA=-8.81. (4) Drug 1: COC1=CC(=CC(=C1O)OC)C2C3C(COC3=O)C(C4=CC5=C(C=C24)OCO5)OC6C(C(C7C(O6)COC(O7)C8=CC=CS8)O)O. Drug 2: C1=CN(C(=O)N=C1N)C2C(C(C(O2)CO)O)O.Cl. Cell line: KM12. Synergy scores: CSS=16.4, Synergy_ZIP=-4.61, Synergy_Bliss=-7.32, Synergy_Loewe=-6.53, Synergy_HSA=-4.54. (5) Drug 1: CN(CC1=CN=C2C(=N1)C(=NC(=N2)N)N)C3=CC=C(C=C3)C(=O)NC(CCC(=O)O)C(=O)O. Drug 2: CC(C)CN1C=NC2=C1C3=CC=CC=C3N=C2N. Cell line: HCT116. Synergy scores: CSS=50.3, Synergy_ZIP=7.17, Synergy_Bliss=-1.23, Synergy_Loewe=-26.0, Synergy_HSA=-1.47. (6) Drug 1: CCC1=CC2CC(C3=C(CN(C2)C1)C4=CC=CC=C4N3)(C5=C(C=C6C(=C5)C78CCN9C7C(C=CC9)(C(C(C8N6C)(C(=O)OC)O)OC(=O)C)CC)OC)C(=O)OC.C(C(C(=O)O)O)(C(=O)O)O. Cell line: HT29. Drug 2: CS(=O)(=O)CCNCC1=CC=C(O1)C2=CC3=C(C=C2)N=CN=C3NC4=CC(=C(C=C4)OCC5=CC(=CC=C5)F)Cl. Synergy scores: CSS=72.5, Synergy_ZIP=9.80, Synergy_Bliss=11.5, Synergy_Loewe=-16.8, Synergy_HSA=7.80. (7) Drug 2: COC1=CC(=CC(=C1O)OC)C2C3C(COC3=O)C(C4=CC5=C(C=C24)OCO5)OC6C(C(C7C(O6)COC(O7)C8=CC=CS8)O)O. Synergy scores: CSS=33.0, Synergy_ZIP=-6.77, Synergy_Bliss=5.92, Synergy_Loewe=3.45, Synergy_HSA=8.72. Drug 1: CC(CN1CC(=O)NC(=O)C1)N2CC(=O)NC(=O)C2. Cell line: OVCAR-5.